Dataset: Forward reaction prediction with 1.9M reactions from USPTO patents (1976-2016). Task: Predict the product of the given reaction. (1) The product is: [C:12]([O:15][CH2:10][C:5]1[C:4]([CH3:11])=[C:3]([O:2][CH3:1])[CH:8]=[CH:7][N:6]=1)(=[O:14])[CH3:13]. Given the reactants [CH3:1][O:2][C:3]1[CH:8]=[CH:7][N+:6]([O-])=[C:5]([CH3:10])[C:4]=1[CH3:11].[C:12]([O:15]C(=O)C)(=[O:14])[CH3:13], predict the reaction product. (2) Given the reactants [N:1]([CH2:4][CH2:5][CH2:6][CH2:7][C:8]1[CH:13]=[CH:12][CH:11]=[CH:10][CH:9]=1)=[C:2]=[O:3].[NH2:14][CH2:15][CH2:16][CH2:17][CH2:18][CH2:19][C:20]([CH3:29])([C:23]1[CH:28]=[CH:27][CH:26]=[CH:25][CH:24]=1)[CH2:21][OH:22], predict the reaction product. The product is: [OH:22][CH2:21][C:20]([CH3:29])([C:23]1[CH:24]=[CH:25][CH:26]=[CH:27][CH:28]=1)[CH2:19][CH2:18][CH2:17][CH2:16][CH2:15][NH:14][C:2]([NH:1][CH2:4][CH2:5][CH2:6][CH2:7][C:8]1[CH:9]=[CH:10][CH:11]=[CH:12][CH:13]=1)=[O:3]. (3) Given the reactants Cl[C:2]1[CH:3]=[CH:4][N:5]2[C:10]([C:11]=1[CH3:12])=[C:9]([CH:13]1[CH2:15][CH2:14]1)[CH:8]=[C:7]([C:16]([O:18][CH3:19])=[O:17])[C:6]2=[O:20].[CH3:21][N:22]([CH3:32])[C:23]1[CH:28]=[CH:27][C:26](B(O)O)=[CH:25][CH:24]=1, predict the reaction product. The product is: [CH:13]1([C:9]2[CH:8]=[C:7]([C:16]([O:18][CH3:19])=[O:17])[C:6](=[O:20])[N:5]3[C:10]=2[C:11]([CH3:12])=[C:2]([C:26]2[CH:27]=[CH:28][C:23]([N:22]([CH3:32])[CH3:21])=[CH:24][CH:25]=2)[CH:3]=[CH:4]3)[CH2:15][CH2:14]1. (4) Given the reactants [N:1]1([C:10]2[N:14]([CH3:15])[N:13]=[C:12]([CH3:16])[C:11]=2/[CH:17]=[CH:18]/[C:19]([OH:21])=O)[C:9]2[C:4](=[CH:5][CH:6]=[CH:7][CH:8]=2)[CH:3]=[CH:2]1.CC1N(COCC[Si](C)(C)C)C(C)=C(C2C3C(=CC=CC=3)C=CC=2)C=1C=O.CC1C=CC=C([N+]([O-])=O)C=1C(OC(=O)C1C([N+]([O-])=O)=CC=CC=1C)=O.[CH2:74]([S:79]([NH2:82])(=[O:81])=[O:80])[CH2:75][CH2:76][CH2:77][CH3:78], predict the reaction product. The product is: [N:1]1([C:10]2[N:14]([CH3:15])[N:13]=[C:12]([CH3:16])[C:11]=2/[CH:17]=[CH:18]/[C:19]([NH:82][S:79]([CH2:74][CH2:75][CH2:76][CH2:77][CH3:78])(=[O:81])=[O:80])=[O:21])[C:9]2[C:4](=[CH:5][CH:6]=[CH:7][CH:8]=2)[CH:3]=[CH:2]1. (5) Given the reactants [CH3:1][N:2]1[CH:6]2[CH2:7][CH:8]([OH:10])[CH2:9][CH:3]1[CH2:4][CH2:5]2.C(N(CC)CC)C.[CH3:18][S:19](Cl)(=[O:21])=[O:20], predict the reaction product. The product is: [CH3:1][N:2]1[CH:6]2[CH2:5][CH2:4][CH:3]1[CH2:9][CH:8]([O:10][S:19]([CH3:18])(=[O:21])=[O:20])[CH2:7]2. (6) Given the reactants CN(C)C=O.[CH3:6][C:7]1[CH:8]=[CH:9][CH:10]=[C:11]2[C:16]=1[N:15]=[C:14]([N:17]1[C:22](=[O:23])[CH:21]=[CH:20][C:19]([C:24]([NH2:26])=O)=[CH:18]1)[CH:13]=[CH:12]2.C(N(CC)CC)C, predict the reaction product. The product is: [CH3:6][C:7]1[CH:8]=[CH:9][CH:10]=[C:11]2[C:16]=1[N:15]=[C:14]([N:17]1[C:22](=[O:23])[CH:21]=[CH:20][C:19]([C:24]#[N:26])=[CH:18]1)[CH:13]=[CH:12]2. (7) Given the reactants [Cl:1][C:2]1[CH:7]=[CH:6][CH:5]=[CH:4][C:3]=1[CH:8]([O:10][C:11](=[O:27])[NH:12][C:13]1[C:14]([CH3:26])=[N:15][O:16][C:17]=1[C:18]1[CH:23]=[CH:22][C:21]([CH2:24]Cl)=[CH:20][CH:19]=1)[CH3:9].[NH:28]1[CH:32]=[C:31]([C:33]([O:35][CH2:36][CH3:37])=[O:34])[CH:30]=[N:29]1.C(=O)([O-])[O-].[Cs+].[Cs+], predict the reaction product. The product is: [CH2:36]([O:35][C:33]([C:31]1[CH:32]=[N:28][N:29]([CH2:24][C:21]2[CH:22]=[CH:23][C:18]([C:17]3[O:16][N:15]=[C:14]([CH3:26])[C:13]=3[NH:12][C:11]([O:10][CH:8]([C:3]3[CH:4]=[CH:5][CH:6]=[CH:7][C:2]=3[Cl:1])[CH3:9])=[O:27])=[CH:19][CH:20]=2)[CH:30]=1)=[O:34])[CH3:37].